This data is from Peptide-MHC class I binding affinity with 185,985 pairs from IEDB/IMGT. The task is: Regression. Given a peptide amino acid sequence and an MHC pseudo amino acid sequence, predict their binding affinity value. This is MHC class I binding data. (1) The peptide sequence is AERGPGQML. The MHC is HLA-A02:01 with pseudo-sequence HLA-A02:01. The binding affinity (normalized) is 0.145. (2) The peptide sequence is LYDYKENRF. The MHC is HLA-A29:02 with pseudo-sequence HLA-A29:02. The binding affinity (normalized) is 0.0556. (3) The peptide sequence is VNRWLFRHL. The MHC is HLA-B15:01 with pseudo-sequence HLA-B15:01. The binding affinity (normalized) is 0.0847. (4) The peptide sequence is MALYVLQAL. The MHC is H-2-Dd with pseudo-sequence H-2-Dd. The binding affinity (normalized) is 0.00127. (5) The peptide sequence is SHSIPNGLL. The MHC is HLA-A02:01 with pseudo-sequence HLA-A02:01. The binding affinity (normalized) is 0.0847.